The task is: Predict the product of the given reaction.. This data is from Forward reaction prediction with 1.9M reactions from USPTO patents (1976-2016). (1) Given the reactants [NH2:1][C:2]1[C:10]2[C:5](=[N:6][CH:7]=[C:8]([C:11]3[O:12][CH:13]=[CH:14][CH:15]=3)[N:9]=2)[S:4][C:3]=1[C:16]([OH:18])=O.CN(C(ON1N=NC2C=CC=NC1=2)=[N+](C)C)C.F[P-](F)(F)(F)(F)F.CCN(C(C)C)C(C)C.Cl.[NH2:53][C:54]1[CH:55]=[C:56]([NH:61][C:62](=[O:74])[C:63]2[CH:68]=[CH:67][CH:66]=[C:65]([C:69]([C:72]#[N:73])([CH3:71])[CH3:70])[CH:64]=2)[CH:57]=[CH:58][C:59]=1[CH3:60], predict the reaction product. The product is: [NH2:1][C:2]1[C:10]2[C:5](=[N:6][CH:7]=[C:8]([C:11]3[O:12][CH:13]=[CH:14][CH:15]=3)[N:9]=2)[S:4][C:3]=1[C:16]([NH:53][C:54]1[CH:55]=[C:56]([NH:61][C:62](=[O:74])[C:63]2[CH:68]=[CH:67][CH:66]=[C:65]([C:69]([C:72]#[N:73])([CH3:70])[CH3:71])[CH:64]=2)[CH:57]=[CH:58][C:59]=1[CH3:60])=[O:18]. (2) Given the reactants [C:1]([O:5][C:6](=[O:28])[N:7]([CH:9]1[CH:13]([C:14]2[CH:19]=[CH:18][C:17]([Cl:20])=[CH:16][CH:15]=2)[CH2:12][N:11](CC2C=CC=CC=2)[CH2:10]1)[CH3:8])([CH3:4])([CH3:3])[CH3:2].ClC(OC(Cl)C)=O, predict the reaction product. The product is: [C:1]([O:5][C:6](=[O:28])[N:7]([CH:9]1[CH:13]([C:14]2[CH:15]=[CH:16][C:17]([Cl:20])=[CH:18][CH:19]=2)[CH2:12][NH:11][CH2:10]1)[CH3:8])([CH3:4])([CH3:2])[CH3:3].